From a dataset of Reaction yield outcomes from USPTO patents with 853,638 reactions. Predict the reaction yield, written as a fraction of the theoretical maximum amount of product (1.0 means a 100% yield; for example, 0.34 means a 34% yield). (1) No catalyst specified. The reactants are [CH2:1]([C@@H:8]1[NH:13][CH2:12][CH2:11][N:10]([C:14]2[CH:15]=[C:16]3[C:20](=[CH:21][CH:22]=2)[N:19]([CH2:23][CH3:24])[N:18]=[C:17]3[CH:25]2[CH2:28][CH2:27][CH2:26]2)[CH2:9]1)[C:2]1[CH:7]=[CH:6][CH:5]=[CH:4][CH:3]=1.[CH3:29][C:30]1[NH:34][N:33]=[C:32]([CH2:35][C:36](O)=[O:37])[N:31]=1. The product is [CH2:1]([C@H:8]1[CH2:9][N:10]([C:14]2[CH:15]=[C:16]3[C:20](=[CH:21][CH:22]=2)[N:19]([CH2:23][CH3:24])[N:18]=[C:17]3[CH:25]2[CH2:28][CH2:27][CH2:26]2)[CH2:11][CH2:12][N:13]1[C:36](=[O:37])[CH2:35][C:32]1[NH:33][N:34]=[C:30]([CH3:29])[N:31]=1)[C:2]1[CH:3]=[CH:4][CH:5]=[CH:6][CH:7]=1. The yield is 0.370. (2) The product is [Br:33][C:15]1[CH:14]=[C:9]([C:10]([O:12][CH3:13])=[O:11])[C:8]2[NH:5][C:19]3[CH:20]=[C:21]([S:24]([N:27]4[CH2:32][CH2:31][O:30][CH2:29][CH2:28]4)(=[O:26])=[O:25])[CH:22]=[CH:23][C:18]=3[C:17]=2[N:16]=1. The yield is 0.720. The reactants are ClCCCl.[N:5]([C:8]1[C:17]([C:18]2[CH:23]=[CH:22][C:21]([S:24]([N:27]3[CH2:32][CH2:31][O:30][CH2:29][CH2:28]3)(=[O:26])=[O:25])=[CH:20][CH:19]=2)=[N:16][C:15]([Br:33])=[CH:14][C:9]=1[C:10]([O:12][CH3:13])=[O:11])=[N+]=[N-]. The catalyst is C(Cl)Cl.CO.CCCCCCCC(O)=O.CCCCCCCC(O)=O.CCCCCCCC(O)=O.CCCCCCCC(O)=O.[Rh].[Rh]. (3) The reactants are [OH:1][C:2]1[CH:3]=[C:4]([CH:8]=[CH:9][C:10]=1[CH3:11])[C:5]([OH:7])=[O:6].S(=O)(=O)(O)O.[C:17](OC(=O)C)(=[O:19])[CH3:18]. The catalyst is O. The product is [C:17]([O:1][C:2]1[CH:3]=[C:4]([CH:8]=[CH:9][C:10]=1[CH3:11])[C:5]([OH:7])=[O:6])(=[O:19])[CH3:18]. The yield is 0.300. (4) The reactants are [CH3:1][N:2]([C@@H:10]([CH3:35])[C:11]([NH:13][C@H:14]1[C@H:20]([CH3:21])[N:19]([C:22]([CH:24]2[CH2:29][CH2:28][O:27][CH2:26][CH2:25]2)=[O:23])[C:18]2[CH:30]=[CH:31][CH:32]=[CH:33][C:17]=2[NH:16][C:15]1=[O:34])=[O:12])[C:3](=[O:9])[O:4][C:5]([CH3:8])([CH3:7])[CH3:6].Cl[CH2:37][C:38]1[C:47]2[C:42](=[CH:43][CH:44]=[CH:45][CH:46]=2)[CH:41]=[CH:40][C:39]=1[O:48][CH3:49].C(=O)([O-])[O-].[Cs+].[Cs+].[I-].[Na+]. The catalyst is CN(C)C=O.C(OCC)(=O)C. The product is [CH3:49][O:48][C:39]1[CH:40]=[CH:41][C:42]2[C:47](=[CH:46][CH:45]=[CH:44][CH:43]=2)[C:38]=1[CH2:37][N:16]1[C:15](=[O:34])[C@@H:14]([NH:13][C:11](=[O:12])[C@@H:10]([N:2]([CH3:1])[C:3](=[O:9])[O:4][C:5]([CH3:6])([CH3:7])[CH3:8])[CH3:35])[C@H:20]([CH3:21])[N:19]([C:22]([CH:24]2[CH2:29][CH2:28][O:27][CH2:26][CH2:25]2)=[O:23])[C:18]2[CH:30]=[CH:31][CH:32]=[CH:33][C:17]1=2. The yield is 0.520. (5) The reactants are Br[C:2]1[CH:3]=[N:4][N:5]2[CH:10]=[CH:9][C:8]([N:11]3[C@@H:15]([C:16]4[CH:21]=[CH:20][CH:19]=[CH:18][N:17]=4)[CH2:14][O:13][C:12]3=[O:22])=[N:7][C:6]=12.[F:23][C:24]1[CH:29]=[C:28](B2OC(C)(C)C(C)(C)O2)[CH:27]=[CH:26][C:25]=1[C:39]1[N:43]=[CH:42][N:41]([CH2:44][O:45][CH2:46][CH2:47][Si:48]([CH3:51])([CH3:50])[CH3:49])[N:40]=1.C(=O)([O-])[O-].[Na+].[Na+].CC(C1C=C(C(C)C)C(C2C=CC=CC=2P(C2CCCCC2)C2CCCCC2)=C(C(C)C)C=1)C. The catalyst is CCOC(C)=O.C1C=CC(/C=C/C(/C=C/C2C=CC=CC=2)=O)=CC=1.C1C=CC(/C=C/C(/C=C/C2C=CC=CC=2)=O)=CC=1.C1C=CC(/C=C/C(/C=C/C2C=CC=CC=2)=O)=CC=1.[Pd].[Pd]. The product is [F:23][C:24]1[CH:29]=[C:28]([C:2]2[CH:3]=[N:4][N:5]3[CH:10]=[CH:9][C:8]([N:11]4[C@@H:15]([C:16]5[CH:21]=[CH:20][CH:19]=[CH:18][N:17]=5)[CH2:14][O:13][C:12]4=[O:22])=[N:7][C:6]=23)[CH:27]=[CH:26][C:25]=1[C:39]1[N:43]=[CH:42][N:41]([CH2:44][O:45][CH2:46][CH2:47][Si:48]([CH3:51])([CH3:50])[CH3:49])[N:40]=1. The yield is 0.225. (6) The reactants are [NH2:1][C:2]1[CH:37]=[CH:36][C:5]([O:6][CH2:7][C:8]([CH2:27][O:28][C:29]2[CH:34]=[CH:33][C:32]([NH2:35])=[CH:31][CH:30]=2)([CH2:18][O:19][C:20]2[CH:25]=[CH:24][C:23]([NH2:26])=[CH:22][CH:21]=2)[CH2:9][O:10][C:11]2[CH:16]=[CH:15][C:14]([NH2:17])=[CH:13][CH:12]=2)=[CH:4][CH:3]=1.O1CCCC1.[N:43]1[C:50](Cl)=[N:49][C:47]([Cl:48])=[N:46][C:44]=1[Cl:45].C([O-])([O-])=O.[Na+].[Na+]. The catalyst is CC(C)=O.O. The product is [Cl:48][C:47]1[N:46]=[C:44]([Cl:45])[N:43]=[C:50]([NH:35][C:32]2[CH:31]=[CH:30][C:29]([O:28][CH2:27][C:8]([CH2:9][O:10][C:11]3[CH:12]=[CH:13][C:14]([NH:17][C:50]4[N:49]=[C:47]([Cl:48])[N:46]=[C:44]([Cl:45])[N:43]=4)=[CH:15][CH:16]=3)([CH2:18][O:19][C:20]3[CH:25]=[CH:24][C:23]([NH:26][C:50]4[N:49]=[C:47]([Cl:48])[N:46]=[C:44]([Cl:45])[N:43]=4)=[CH:22][CH:21]=3)[CH2:7][O:6][C:5]3[CH:4]=[CH:3][C:2]([NH:1][C:50]4[N:49]=[C:47]([Cl:48])[N:46]=[C:44]([Cl:45])[N:43]=4)=[CH:37][CH:36]=3)=[CH:34][CH:33]=2)[N:49]=1. The yield is 0.840. (7) The reactants are [OH:1][C:2]1[CH:9]=[CH:8][C:5]([CH:6]=[O:7])=[CH:4][CH:3]=1.I[C:11]1([CH3:17])[CH2:15][CH2:14][CH:13](C)[CH2:12]1.[I-].[Na+]. No catalyst specified. The product is [CH:11]1([CH2:17][O:1][C:2]2[CH:9]=[CH:8][C:5]([CH:6]=[O:7])=[CH:4][CH:3]=2)[CH2:15][CH2:14][CH2:13][CH2:12]1. The yield is 0.500. (8) The reactants are [Br:1][C:2]1[CH:8]=[CH:7][C:6]([N+:9]([O-:11])=[O:10])=[CH:5][C:3]=1[NH2:4].N1C=CC=CC=1.Cl[C:19]([O:21][CH3:22])=[O:20]. The catalyst is C1COCC1. The product is [Br:1][C:2]1[CH:8]=[CH:7][C:6]([N+:9]([O-:11])=[O:10])=[CH:5][C:3]=1[NH:4][C:19](=[O:20])[O:21][CH3:22]. The yield is 0.615. (9) The reactants are [CH:1]12[CH2:13][CH2:12][CH:8]([CH2:9][NH:10][CH2:11]1)[C:7]1[C:2]2=[CH:3][C:4]([NH2:14])=[CH:5][CH:6]=1.C([O-])([O-])=O.[Cs+].[Cs+].Br[CH2:22][C:23]#[N:24]. The catalyst is CC(C)=O. The product is [NH2:14][C:4]1[CH:3]=[C:2]2[C:7](=[CH:6][CH:5]=1)[CH:8]1[CH2:12][CH2:13][CH:1]2[CH2:11][N:10]([CH2:22][C:23]#[N:24])[CH2:9]1. The yield is 0.530.